Dataset: Full USPTO retrosynthesis dataset with 1.9M reactions from patents (1976-2016). Task: Predict the reactants needed to synthesize the given product. (1) Given the product [ClH:1].[CH3:2][O:3][C:4]1[C:9]([O:10][CH3:11])=[CH:8][CH:7]=[CH:6][C:5]=1[NH2:12], predict the reactants needed to synthesize it. The reactants are: [ClH:1].[CH3:2][O:3][C:4]1[C:9]([O:10][CH3:11])=[CH:8][CH:7]=[CH:6][C:5]=1[NH:12]C(=O)OC(C)(C)C. (2) Given the product [OH:1][C@@H:2]1[C@@H:7]([NH:8][C:9]([C:11]2[CH:20]=[C:19]([CH2:21][C:22]3[CH:23]=[N:24][C:25]([O:28][CH3:29])=[CH:26][CH:27]=3)[C:18]3[C:13](=[CH:14][CH:15]=[CH:16][CH:17]=3)[N:12]=2)=[O:10])[CH2:6][CH2:5][O:4][CH2:3]1.[OH:28][C:25]1[N:24]=[CH:23][C:22]([CH2:21][C:19]2[C:18]3[C:13](=[CH:14][CH:15]=[CH:16][CH:17]=3)[N:12]=[C:11]([C:9]([NH:8][C@H:7]3[CH2:6][CH2:5][O:4][CH2:3][C@@H:2]3[OH:1])=[O:10])[CH:20]=2)=[CH:27][CH:26]=1, predict the reactants needed to synthesize it. The reactants are: [OH:1][C@@H:2]1[C@@H:7]([NH:8][C:9]([C:11]2[CH:20]=[C:19]([CH2:21][C:22]3[CH:23]=[N:24][C:25]([O:28][CH3:29])=[CH:26][CH:27]=3)[C:18]3[C:13](=[CH:14][CH:15]=[CH:16][CH:17]=3)[N:12]=2)=[O:10])[CH2:6][CH2:5][O:4][CH2:3]1.C[Si](I)(C)C. (3) Given the product [CH2:17]([O:16][C:10]1[CH:9]=[C:3]2[C:2](=[CH:12][C:11]=1[O:13][CH2:14][CH3:15])[N:1]=[CH:20][NH:21][C:4]2=[O:5])[CH3:18], predict the reactants needed to synthesize it. The reactants are: [NH2:1][C:2]1[CH:12]=[C:11]([O:13][CH2:14][CH3:15])[C:10]([O:16][CH2:17][CH3:18])=[CH:9][C:3]=1[C:4](OCC)=[O:5].Cl.[CH:20](N)=[NH:21].